From a dataset of Full USPTO retrosynthesis dataset with 1.9M reactions from patents (1976-2016). Predict the reactants needed to synthesize the given product. (1) The reactants are: [Br:1][C:2]1C=C[S:4][C:3]=1C(O)=O.Cl.C(N=C=N[CH2:16][CH2:17][CH2:18][N:19](C)C)C.O.[OH:23]N1C2C=CC=CC=2N=N1.N. Given the product [Br:1][C:2]1[CH:16]=[C:17]([C:18]([NH2:19])=[O:23])[S:4][CH:3]=1, predict the reactants needed to synthesize it. (2) Given the product [CH:28]1([NH:31][C:21](=[O:22])[C:20]([OH:26])([CH3:25])[C:19]#[C:18][C:14]2[C:15]([F:17])=[CH:16][C:11]3[O:10][CH2:9][CH2:8][N:7]4[CH:27]=[C:4]([C:1]([NH2:2])=[O:3])[N:5]=[C:6]4[C:12]=3[CH:13]=2)[CH2:30][CH2:29]1, predict the reactants needed to synthesize it. The reactants are: [C:1]([C:4]1[N:5]=[C:6]2[C:12]3[CH:13]=[C:14]([C:18]#[C:19][C:20]([OH:26])([CH3:25])[C:21](OC)=[O:22])[C:15]([F:17])=[CH:16][C:11]=3[O:10][CH2:9][CH2:8][N:7]2[CH:27]=1)(=[O:3])[NH2:2].[CH:28]1([NH2:31])[CH2:30][CH2:29]1. (3) The reactants are: [OH:1][C:2]1[CH:3]=[C:4]([CH:8]=[CH:9][C:10]=1[OH:11])[C:5]([OH:7])=[O:6].[Br:12][C:13]1[C:21]([OH:22])=[CH:20][C:16]([C:17]([OH:19])=[O:18])=[CH:15][C:14]=1[OH:23].[C:24]1([C:31]2[CH:36]=[CH:35][C:34](O)=[CH:33][CH:32]=2)[CH:29]=[CH:28][C:27](O)=[CH:26][CH:25]=1. Given the product [Br:12][C:13]1[C:21]([OH:22])=[CH:20][C:16]([C:17]([O:19][C:34]2[CH:35]=[CH:36][C:31]([C:24]3[CH:29]=[CH:28][C:27]([O:6][C:5](=[O:7])[C:4]4[CH:8]=[CH:9][C:10]([OH:11])=[C:2]([OH:1])[CH:3]=4)=[CH:26][CH:25]=3)=[CH:32][CH:33]=2)=[O:18])=[CH:15][C:14]=1[OH:23], predict the reactants needed to synthesize it. (4) Given the product [Cl:1][C:2]1[CH:3]=[C:4]([CH:15]=[CH:16][C:17]=1[Cl:18])[CH2:5][O:6][C:7]1[CH:14]=[CH:13][C:10]([CH2:11][N:22]2[CH2:23][CH2:24][CH:25]([C:26]([OH:28])=[O:27])[CH:20]([CH3:19])[CH2:21]2)=[CH:9][CH:8]=1, predict the reactants needed to synthesize it. The reactants are: [Cl:1][C:2]1[CH:3]=[C:4]([CH:15]=[CH:16][C:17]=1[Cl:18])[CH2:5][O:6][C:7]1[CH:14]=[CH:13][C:10]([CH:11]=O)=[CH:9][CH:8]=1.[CH3:19][CH:20]1[CH:25]([C:26]([OH:28])=[O:27])[CH2:24][CH2:23][NH:22][CH2:21]1.CC(O)=O.C([BH3-])#N. (5) Given the product [O:1]=[C:2]([N:6]([CH2:18][C:19]1[CH:24]=[CH:23][C:22]([CH2:25][CH2:26][C:27]2[CH:32]=[CH:31][C:30]([CH2:33][CH2:34][CH3:35])=[CH:29][CH:28]=2)=[CH:21][CH:20]=1)[CH2:7][C:8]1[CH:9]=[CH:10][C:11]([C:14]([F:15])([F:16])[F:17])=[CH:12][CH:13]=1)[C:3]([OH:5])=[O:4], predict the reactants needed to synthesize it. The reactants are: [O:1]=[C:2]([N:6]([CH2:18][C:19]1[CH:24]=[CH:23][C:22]([C:25]#[C:26][C:27]2[CH:32]=[CH:31][C:30]([CH2:33][CH2:34][CH3:35])=[CH:29][CH:28]=2)=[CH:21][CH:20]=1)[CH2:7][C:8]1[CH:13]=[CH:12][C:11]([C:14]([F:17])([F:16])[F:15])=[CH:10][CH:9]=1)[C:3]([OH:5])=[O:4]. (6) Given the product [CH3:4][CH2:3][CH2:2][CH2:7][CH2:6][CH3:5].[C:13]([O:15][CH2:16][CH3:17])(=[O:14])[CH3:12], predict the reactants needed to synthesize it. The reactants are: F[C:2]1[CH:3]=[C:4]([CH2:12][C:13]([OH:15])=[O:14])[CH:5]=[CH:6][C:7]=1C(F)(F)F.[CH2:16](N(CC)CC)[CH3:17].C(Cl)(=O)C(C)(C)C.C([C@@H]1COC(=O)N1)C1C=CC=CC=1.C([Li])CCC.[NH4+].[Cl-]. (7) Given the product [CH2:1]([O:8][C:9]1[CH:14]=[CH:13][C:12]([CH2:15][CH2:16][NH:17][C:18](=[O:27])[C:19]([C:20]2[CH:21]=[CH:22][C:23]([Cl:26])=[CH:24][CH:25]=2)=[CH:30][OH:34])=[CH:11][C:10]=1[O:28][CH3:29])[C:2]1[CH:3]=[CH:4][CH:5]=[CH:6][CH:7]=1, predict the reactants needed to synthesize it. The reactants are: [CH2:1]([O:8][C:9]1[CH:14]=[CH:13][C:12]([CH2:15][CH2:16][NH:17][C:18](=[O:27])[CH2:19][C:20]2[CH:25]=[CH:24][C:23]([Cl:26])=[CH:22][CH:21]=2)=[CH:11][C:10]=1[O:28][CH3:29])[C:2]1[CH:7]=[CH:6][CH:5]=[CH:4][CH:3]=1.[C:30]([O:34]C(N(C)C)N(C)C)(C)(C)C.Cl. (8) Given the product [C:1]12([C:11]3[CH:12]=[C:13]([C:19]4[CH:20]=[C:21]([CH:30]=[CH:31][CH:32]=4)[CH:22]=[C:23]4[S:27][C:26]([NH:33][NH2:34])=[N:25][C:24]4=[O:29])[CH:14]=[C:15]([F:18])[C:16]=3[OH:17])[CH2:2][CH:3]3[CH2:9][CH:7]([CH2:6][CH:5]([CH2:4]3)[CH2:10]1)[CH2:8]2, predict the reactants needed to synthesize it. The reactants are: [C:1]12([C:11]3[CH:12]=[C:13]([C:19]4[CH:20]=[C:21]([CH:30]=[CH:31][CH:32]=4)[CH:22]=[C:23]4[S:27][C:26](=S)[NH:25][C:24]4=[O:29])[CH:14]=[C:15]([F:18])[C:16]=3[OH:17])[CH2:10][CH:5]3[CH2:6][CH:7]([CH2:9][CH:3]([CH2:4]3)[CH2:2]1)[CH2:8]2.[NH2:33][NH2:34]. (9) Given the product [CH2:16]([NH:18][C:19](=[O:20])[O-:21])[CH3:17].[F:1][C:2]1[CH:9]=[CH:8][C:5]([CH2:6][O:22][C:23]2[C:24]([Cl:36])=[CH:25][C:26]3[CH:27]([CH3:35])[CH:28]4[CH2:32][NH:31][CH2:30][CH:29]4[C:33]=3[CH:34]=2)=[CH:4][CH:3]=1, predict the reactants needed to synthesize it. The reactants are: [F:1][C:2]1[CH:9]=[CH:8][C:5]([CH2:6]Br)=[CH:4][CH:3]=1.C(=O)([O-])[O-].[K+].[K+].[CH2:16]([NH:18][C:19](=[O:21])[O-:20])[CH3:17].[OH:22][C:23]1[C:24]([Cl:36])=[CH:25][C:26]2[CH:27]([CH3:35])[CH:28]3[CH2:32][NH:31][CH2:30][CH:29]3[C:33]=2[CH:34]=1.